Dataset: Catalyst prediction with 721,799 reactions and 888 catalyst types from USPTO. Task: Predict which catalyst facilitates the given reaction. (1) Reactant: [H-].[Na+].[OH:3][C:4]1[CH:9]=[CH:8][CH:7]=[CH:6][N:5]=1.[CH3:10][O:11][C:12](=[O:27])[C:13]1[CH:18]=[C:17](F)[C:16]([C:20]([F:23])([F:22])[F:21])=[CH:15][C:14]=1[N+:24]([O-:26])=[O:25].CC#N. Product: [CH3:10][O:11][C:12](=[O:27])[C:13]1[CH:18]=[C:17]([N:5]2[CH:6]=[CH:7][CH:8]=[CH:9][C:4]2=[O:3])[C:16]([C:20]([F:23])([F:22])[F:21])=[CH:15][C:14]=1[N+:24]([O-:26])=[O:25]. The catalyst class is: 7. (2) Reactant: [Cl:1][C:2]1[CH:22]=[C:21]([N+:23]([O-])=O)[CH:20]=[CH:19][C:3]=1[O:4][C:5]1[CH:18]=[CH:17][C:8]([C:9]([NH:11][CH2:12][C:13]([CH3:16])([CH3:15])[CH3:14])=[O:10])=[CH:7][CH:6]=1.[Cl-].[Ca+2].[Cl-].O. Product: [NH2:23][C:21]1[CH:20]=[CH:19][C:3]([O:4][C:5]2[CH:18]=[CH:17][C:8]([C:9]([NH:11][CH2:12][C:13]([CH3:16])([CH3:15])[CH3:14])=[O:10])=[CH:7][CH:6]=2)=[C:2]([Cl:1])[CH:22]=1. The catalyst class is: 8. (3) Reactant: [CH2:1]([O:3][C:4]1[CH:12]=[C:11]2[C:7]([CH:8]=[CH:9][NH:10]2)=[CH:6][C:5]=1[OH:13])[CH3:2].Cl[C:15]1[CH:20]=[CH:19][N:18]=[C:17]([NH:21][C:22](=[O:24])[CH3:23])[CH:16]=1.CC(C)([O-])C.[K+].O. Product: [CH2:1]([O:3][C:4]1[CH:12]=[C:11]2[C:7]([CH:8]=[CH:9][NH:10]2)=[CH:6][C:5]=1[O:13][C:15]1[CH:20]=[CH:19][N:18]=[C:17]([NH:21][C:22](=[O:24])[CH3:23])[CH:16]=1)[CH3:2]. The catalyst class is: 148. (4) Reactant: [CH3:1][N:2]1[CH2:25][CH2:24][C:5]2[N:6]([CH2:14][C:15]([C:17]3[CH:22]=[CH:21][C:20](F)=[CH:19][CH:18]=3)=[O:16])[C:7]3[CH:8]=[CH:9][C:10]([CH3:13])=[CH:11][C:12]=3[C:4]=2[CH2:3]1.C1([Mg]Br)C=CC=CC=1.O. Product: [CH3:1][N:2]1[CH2:25][CH2:24][C:5]2[N:6]([CH2:14][CH:15]([C:17]3[CH:18]=[CH:19][CH:20]=[CH:21][CH:22]=3)[OH:16])[C:7]3[CH:8]=[CH:9][C:10]([CH3:13])=[CH:11][C:12]=3[C:4]=2[CH2:3]1. The catalyst class is: 1.